From a dataset of Forward reaction prediction with 1.9M reactions from USPTO patents (1976-2016). Predict the product of the given reaction. Given the reactants [OH-].[NH4+:2].[F:3][C:4]([F:13])([F:12])[C:5]1([C:8]([F:11])([F:10])[F:9])[CH2:7][O:6]1, predict the reaction product. The product is: [NH2:2][CH2:7][C:5]([OH:6])([C:8]([F:11])([F:10])[F:9])[C:4]([F:13])([F:12])[F:3].